From a dataset of Catalyst prediction with 721,799 reactions and 888 catalyst types from USPTO. Predict which catalyst facilitates the given reaction. Reactant: [C:1]([O:5][C:6]([NH:8][C@@H:9]1[CH2:14][CH2:13][C@@H:12]([C:15](=[O:17])[NH2:16])[CH2:11][C@@H:10]1[O:18]C(=O)C1C=CC([N+]([O-])=O)=CC=1)=[O:7])([CH3:4])([CH3:3])[CH3:2].C(=O)([O-])[O-].[K+].[K+]. Product: [OH:18][C@@H:10]1[C@H:9]([NH:8][C:6]([O:5][C:1]([CH3:2])([CH3:3])[CH3:4])=[O:7])[CH2:14][CH2:13][C@@H:12]([C:15]([NH2:16])=[O:17])[CH2:11]1. The catalyst class is: 5.